Predict the reaction yield, written as a fraction of the theoretical maximum amount of product (1.0 means a 100% yield; for example, 0.34 means a 34% yield). From a dataset of Reaction yield outcomes from USPTO patents with 853,638 reactions. (1) The catalyst is C(Cl)Cl. The yield is 0.0400. The reactants are C([O:5][C@H:6]([C@H:8]1[CH2:12][O:11][C:10](=[O:13])[N:9]1[C:14]1[C:19]([F:20])=[CH:18][N:17]=[C:16]([NH:21][C@H:22]([CH:24]2[CH2:29][CH2:28][N:27]([C:30]3[CH:35]=[CH:34][C:33]([Cl:36])=[C:32]([O:37][C:38]([F:41])([F:40])[F:39])[CH:31]=3)[CH2:26][CH2:25]2)[CH3:23])[N:15]=1)[CH3:7])(C)(C)C.C(O)(C(F)(F)F)=O. The product is [Cl:36][C:33]1[CH:34]=[CH:35][C:30]([N:27]2[CH2:28][CH2:29][CH:24]([C@@H:22]([NH:21][C:16]3[N:15]=[C:14]([N:9]4[C@@H:8]([C@@H:6]([OH:5])[CH3:7])[CH2:12][O:11][C:10]4=[O:13])[C:19]([F:20])=[CH:18][N:17]=3)[CH3:23])[CH2:25][CH2:26]2)=[CH:31][C:32]=1[O:37][C:38]([F:39])([F:40])[F:41]. (2) The reactants are [CH3:1][C:2]1[C:6]2[C:7](=[O:18])[N:8]([CH2:11][CH2:12][N:13]3[CH2:17][CH2:16][CH2:15][CH2:14]3)[CH2:9][CH2:10][C:5]=2[NH:4][C:3]=1[CH:19]=O.[F:21][C:22]1[CH:23]=[C:24]2[C:28](=[CH:29][C:30]=1[NH:31][C:32](=[O:35])[CH2:33][OH:34])[NH:27][C:26](=[O:36])[CH2:25]2. No catalyst specified. The product is [F:21][C:22]1[CH:23]=[C:24]2[C:28](=[CH:29][C:30]=1[NH:31][C:32](=[O:35])[CH2:33][OH:34])[NH:27][C:26](=[O:36])[C:25]2=[CH:19][C:3]1[NH:4][C:5]2[CH2:10][CH2:9][N:8]([CH2:11][CH2:12][N:13]3[CH2:14][CH2:15][CH2:16][CH2:17]3)[C:7](=[O:18])[C:6]=2[C:2]=1[CH3:1]. The yield is 0.430. (3) The reactants are Br[C:2]1[CH:3]=[C:4]([CH:27]=[CH:28][CH:29]=1)[O:5][C@H:6]([C:8]1[CH:26]=[CH:25][C:11]([C:12]([NH:14][CH2:15][C:16]2[C:17]([OH:24])=[N:18][C:19]([CH3:23])=[CH:20][C:21]=2[CH3:22])=[O:13])=[CH:10][CH:9]=1)[CH3:7].CC1(C)C(C)(C)OB([C:38]2[CH:39]=[N:40][C:41]([NH2:44])=[N:42][CH:43]=2)O1.C(=O)([O-])[O-].[Na+].[Na+]. The catalyst is O1CCOCC1.O.[Pd].C1(P(C2C=CC=CC=2)C2C=CC=CC=2)C=CC=CC=1.C1(P(C2C=CC=CC=2)C2C=CC=CC=2)C=CC=CC=1.C1(P(C2C=CC=CC=2)C2C=CC=CC=2)C=CC=CC=1.C1(P(C2C=CC=CC=2)C2C=CC=CC=2)C=CC=CC=1. The product is [NH2:44][C:41]1[N:42]=[CH:43][C:38]([C:2]2[CH:3]=[C:4]([CH:27]=[CH:28][CH:29]=2)[O:5][C@H:6]([C:8]2[CH:26]=[CH:25][C:11]([C:12]([NH:14][CH2:15][C:16]3[C:17]([OH:24])=[N:18][C:19]([CH3:23])=[CH:20][C:21]=3[CH3:22])=[O:13])=[CH:10][CH:9]=2)[CH3:7])=[CH:39][N:40]=1. The yield is 0.600.